From a dataset of Catalyst prediction with 721,799 reactions and 888 catalyst types from USPTO. Predict which catalyst facilitates the given reaction. (1) Reactant: [CH:1]1[C:13]2[CH:12]([CH2:14][O:15][C:16]([NH:18][C:19]([CH3:24])([CH3:23])[C:20](O)=[O:21])=[O:17])[C:11]3[C:6](=[CH:7][CH:8]=[CH:9][CH:10]=3)[C:5]=2[CH:4]=[CH:3][CH:2]=1.CCN(C(C)C)C(C)C.CN(C(ON1N=NC2C=CC=NC1=2)=[N+](C)C)C.F[P-](F)(F)(F)(F)F.[NH2:58][C@H:59]([CH2:80][O:81][CH2:82][C:83]1[CH:88]=[CH:87][C:86]([O:89][CH3:90])=[CH:85][CH:84]=1)[C:60]([N:62]1[CH2:79][CH2:78][CH2:77][C:64]2([C:68](=[O:69])[N:67]([CH3:70])[CH2:66][CH:65]2[C:71]2[CH:76]=[CH:75][CH:74]=[CH:73][CH:72]=2)[CH2:63]1)=[O:61]. Product: [CH:10]1[C:11]2[CH:12]([CH2:14][O:15][C:16](=[O:17])[NH:18][C:19]([C:20](=[O:21])[NH:58][C@H:59]([CH2:80][O:81][CH2:82][C:83]3[CH:84]=[CH:85][C:86]([O:89][CH3:90])=[CH:87][CH:88]=3)[C:60]([N:62]3[CH2:79][CH2:78][CH2:77][C:64]4([C:68](=[O:69])[N:67]([CH3:70])[CH2:66][CH:65]4[C:71]4[CH:72]=[CH:73][CH:74]=[CH:75][CH:76]=4)[CH2:63]3)=[O:61])([CH3:24])[CH3:23])[C:13]3[C:5](=[CH:4][CH:3]=[CH:2][CH:1]=3)[C:6]=2[CH:7]=[CH:8][CH:9]=1. The catalyst class is: 3. (2) Reactant: [CH3:1][S:2][C:3]1[N:8]=[C:7]([S:9][CH3:10])[C:6]2=[N:11][CH:12]=[CH:13][N:5]2[N:4]=1.[Br:14]N1C(=O)CCC1=O. Product: [Br:14][C:13]1[N:5]2[C:6]([C:7]([S:9][CH3:10])=[N:8][C:3]([S:2][CH3:1])=[N:4]2)=[N:11][CH:12]=1. The catalyst class is: 18. (3) Reactant: Br[C:2]1[CH:7]=[CH:6][C:5]([N:8]2[CH2:12][C@H:11]([CH2:13][OH:14])[O:10][C:9]2=[O:15])=[CH:4][C:3]=1[F:16].[B:17]1([B:17]2[O:21][C:20]([CH3:23])([CH3:22])[C:19]([CH3:25])([CH3:24])[O:18]2)[O:21][C:20]([CH3:23])([CH3:22])[C:19]([CH3:25])([CH3:24])[O:18]1.C([O-])(=O)C.[K+].O. Product: [F:16][C:3]1[CH:4]=[C:5]([N:8]2[CH2:12][C@H:11]([CH2:13][OH:14])[O:10][C:9]2=[O:15])[CH:6]=[CH:7][C:2]=1[B:17]1[O:21][C:20]([CH3:23])([CH3:22])[C:19]([CH3:25])([CH3:24])[O:18]1. The catalyst class is: 184. (4) Reactant: [CH2:1]([NH:3][C:4](=[O:22])[NH:5][C:6]1[CH:14]=[C:13]([NH:15][C:16]2[CH:21]=[CH:20][CH:19]=[CH:18][CH:17]=2)[C:9]([C:10]([OH:12])=O)=[CH:8][N:7]=1)[CH3:2].CN(C(ON1N=NC2C=CC=CC1=2)=[N+](C)C)C.F[P-](F)(F)(F)(F)F.CCN(C(C)C)C(C)C.[Cl:56][C:57]1[CH:63]=[CH:62][CH:61]=[CH:60][C:58]=1[NH2:59]. Product: [Cl:56][C:57]1[CH:63]=[CH:62][CH:61]=[CH:60][C:58]=1[NH:59][C:10](=[O:12])[C:9]1[C:13]([NH:15][C:16]2[CH:21]=[CH:20][CH:19]=[CH:18][CH:17]=2)=[CH:14][C:6]([NH:5][C:4]([NH:3][CH2:1][CH3:2])=[O:22])=[N:7][CH:8]=1. The catalyst class is: 3. (5) Reactant: [OH:1][C:2]1[CH:7]=[CH:6][C:5]([C:8](=[O:10])[CH3:9])=[CH:4][CH:3]=1.C([O-])([O-])=O.[K+].[K+].Br[CH2:18][C:19]([O:21][CH2:22][CH3:23])=[O:20]. Product: [CH2:22]([O:21][C:19](=[O:20])[CH2:18][O:1][C:2]1[CH:7]=[CH:6][C:5]([C:8](=[O:10])[CH3:9])=[CH:4][CH:3]=1)[CH3:23]. The catalyst class is: 21. (6) Reactant: C([Si](C(C)C)(C(C)C)[O:5][CH2:6][C:7]1[S:8][C:9]([C:13]2[CH:18]=[CH:17][C:16]([O:19][C:20]([F:23])([F:22])[F:21])=[CH:15][CH:14]=2)=[CH:10][C:11]=1[CH3:12])(C)C.[F-].C([N+](CC)(CC)CC)C. Product: [CH3:12][C:11]1[CH:10]=[C:9]([C:13]2[CH:14]=[CH:15][C:16]([O:19][C:20]([F:23])([F:21])[F:22])=[CH:17][CH:18]=2)[S:8][C:7]=1[CH2:6][OH:5]. The catalyst class is: 7. (7) Reactant: [OH:1][C:2]1[N:7]([C:8]2[CH:13]=[CH:12][CH:11]=[CH:10][CH:9]=2)[C:6](=[O:14])[N:5]([CH2:15][C:16]2[CH:21]=[CH:20][CH:19]=[CH:18][CH:17]=2)[C:4](=[O:22])[C:3]=1[C:23](OCC)=[O:24].C1CCN2C(=NCCC2)CC1.[NH2:39][CH2:40][C:41]([OH:43])=[O:42]. Product: [OH:1][C:2]1[N:7]([C:8]2[CH:13]=[CH:12][CH:11]=[CH:10][CH:9]=2)[C:6](=[O:14])[N:5]([CH2:15][C:16]2[CH:21]=[CH:20][CH:19]=[CH:18][CH:17]=2)[C:4](=[O:22])[C:3]=1[C:23]([NH:39][CH2:40][C:41]([OH:43])=[O:42])=[O:24]. The catalyst class is: 8. (8) Reactant: Cl[C:2]1[N:3]=[C:4]([CH2:22][CH2:23][CH3:24])[C:5]([CH2:8][C:9]2[N:13]([C:14]3[N:21]=[CH:20][CH:19]=[CH:18][C:15]=3[C:16]#[N:17])[N:12]=[CH:11][CH:10]=2)=[N:6][CH:7]=1.C([O-])([O-])=O.[Na+].[Na+]. Product: [CH2:22]([C:4]1[C:5]([CH2:8][C:9]2[N:13]([C:14]3[N:21]=[CH:20][CH:19]=[CH:18][C:15]=3[C:16]#[N:17])[N:12]=[CH:11][CH:10]=2)=[N:6][CH:7]=[C:2]([C:19]2[CH:20]=[N:21][CH:14]=[CH:15][CH:18]=2)[N:3]=1)[CH2:23][CH3:24]. The catalyst class is: 70. (9) Reactant: [CH:1]1([CH:7]=O)[CH2:6][CH2:5][CH2:4][CH2:3][CH2:2]1.[CH3:9][NH2:10].[BH4-].[Na+].[OH-].[Na+]. Product: [CH:1]1([CH2:7][NH:10][CH3:9])[CH2:6][CH2:5][CH2:4][CH2:3][CH2:2]1. The catalyst class is: 5. (10) Reactant: [OH:1][C:2]1[C:3]([O:8][CH:9]([C:11]([O:13][CH3:14])=[O:12])[CH3:10])=[N:4][CH:5]=[CH:6][CH:7]=1.F[C:16]1[CH:21]=[C:20]([N:22]2[C:27](=[O:28])[CH:26]=[C:25]([C:29]([F:32])([F:31])[F:30])[N:24]([CH3:33])[C:23]2=[O:34])[C:19]([F:35])=[CH:18][C:17]=1[N+:36]([O-:38])=[O:37].C(=O)([O-])[O-].[K+].[K+]. Product: [F:35][C:19]1[C:20]([N:22]2[C:27](=[O:28])[CH:26]=[C:25]([C:29]([F:32])([F:31])[F:30])[N:24]([CH3:33])[C:23]2=[O:34])=[CH:21][C:16]([O:1][C:2]2[C:3]([O:8][CH:9]([C:11]([O:13][CH3:14])=[O:12])[CH3:10])=[N:4][CH:5]=[CH:6][CH:7]=2)=[C:17]([N+:36]([O-:38])=[O:37])[CH:18]=1. The catalyst class is: 9.